Dataset: Human Reference Interactome with 51,813 positive PPI pairs across 8,248 proteins, plus equal number of experimentally-validated negative pairs. Task: Binary Classification. Given two protein amino acid sequences, predict whether they physically interact or not. (1) Protein 1 (ENSG00000048462) has sequence MLQMAGQCSQNEYFDSLLHACIPCQLRCSSNTPPLTCQRYCNASVTNSVKGTNAILWTCLGLSLIISLAVFVLMFLLRKINSEPLKDEFKNTGSGLLGMANIDLEKSRTGDEIILPRGLEYTVEECTCEDCIKSKPKVDSDHCFPLPAMEEGATILVTTKTNDYCKSLPAALSATEIEKSISAR*MLQMAGQCSQNEYFDSLLHACIPCQLRCSSNTPPLTCQRYCNARSGLLGMANIDLEKSRTGDEIILPRGLEYTVEECTCEDCIKSKPKVDSDHCFPLPAMEEGATILVTTKTNDY.... Protein 2 (ENSG00000112033) has sequence MEQPQEEAPEVREEEEKEEVAEAEGAPELNGGPQHALPSSSYTDLSRSSSPPSLLDQLQMGCDGASCGSLNMECRVCGDKASGFHYGVHACEGCKGFFRRTIRMKLEYEKCERSCKIQKKNRNKCQYCRFQKCLALGMSHNAIRFGRMPEAEKRKLVAGLTANEGSQYNPQVADLKAFSKHIYNAYLKNFNMTKKKARSILTGKASHTAPFVIHDIETLWQAEKGLVWKQLVNGLPPYKEISVHVFYRCQCTTVETVRELTEFAKSIPSFSSLFLNDQVTLLKYGVHEAIFAMLASIVNK.... Result: 0 (the proteins do not interact). (2) Protein 1 (ENSG00000145365) has sequence MTSFEDADTEETVTCLQMTVYHPGQLQCGIFQSISFNREKLPSSEVVKFGRNSNICHYTFQDKQVSRVQFSLQLFKKFNSSVLSFEIKNMSKKTNLIVDSRELGYLNKMDLPYRCMVRFGEYQFLMEKEDGESLEFFETQFILSPRSLLQENNWPPHRPIPEYGTYSLCSSQSSSPTEMDENES*. Protein 2 (ENSG00000132854) has sequence MITPLASAETNEDMAVVWKLLREGNVNIQATQGGQTALMLGVSHDREDMVQALLSCQADVNLQDHDGSSALMVACHHGNVDLVRLLLAHPACDSSLTDKAGRTALSIALKSPTHMEIAGLLRAHAEQGRSLGL*MKKKDYGFRAGGNGTKKNLQFVGVNGGYETTSSEETSGEDSTPEDLSDSEAEKKCDGPDHKHVKDAHLTCEAGQGIPEGTCHAAQESGPGEEVPHSKAERYKPSEEFLNACRALSQHLPETGTTTDQLLRQSLNTISQEWFRVSSRKSSSPAVVASYLHEVQPHSP.... Result: 0 (the proteins do not interact). (3) Protein 1 (ENSG00000213402) has sequence MALPCTLGLGMLLALPGALGSGGSAEDSVGSSSVTVVLLLLLLLLLATGLALAWRRLSRDSGGYYHPARLGAALWGRTRRLLWASPPGRWLQARAELGSTDNDLERQEDEQDTDYDHVADGGLQADPGEGEQQCGEASSPEQVPVRAEEARDSDTEGDLVLGSPGPASAGGSAEALLSDLHAFAGSAAWDDSARAAGGQGLHVTAL*. Protein 2 (ENSG00000168734) has sequence MMEVESSYSDFISCDRTGRRNAVPDIQGDSEAVSVRKLAGDMGELALEGAEGQVEGSAPDKEAGNQPQSSDGTTSS*MMEVESSYSDFISCDRTGRRNAVPDIQGDSEAVSVRKLAGDMGELALEGAEMDLTMLPWLVSNS*. Result: 0 (the proteins do not interact).